From a dataset of Forward reaction prediction with 1.9M reactions from USPTO patents (1976-2016). Predict the product of the given reaction. Given the reactants [C:1]([N:5]1[C:9]([C:10]2[CH:15]=[CH:14][C:13]([F:16])=[CH:12][CH:11]=2)=[C:8]([C:17]2[S:18][CH:19]=[C:20]([CH2:22][C:23](O)=[O:24])[N:21]=2)[CH:7]=[N:6]1)([CH3:4])([CH3:3])[CH3:2].CN(C(ON1N=NC2C=CC=NC1=2)=[N+](C)C)C.F[P-](F)(F)(F)(F)F.CCN(C(C)C)C(C)C.[N:59]1([C:64]2[CH:71]=[CH:70][C:67]([CH2:68][NH2:69])=[CH:66][CH:65]=2)[CH:63]=[CH:62][N:61]=[CH:60]1, predict the reaction product. The product is: [C:1]([N:5]1[C:9]([C:10]2[CH:11]=[CH:12][C:13]([F:16])=[CH:14][CH:15]=2)=[C:8]([C:17]2[S:18][CH:19]=[C:20]([CH2:22][C:23]([NH:69][CH2:68][C:67]3[CH:66]=[CH:65][C:64]([N:59]4[CH:63]=[CH:62][N:61]=[CH:60]4)=[CH:71][CH:70]=3)=[O:24])[N:21]=2)[CH:7]=[N:6]1)([CH3:3])([CH3:2])[CH3:4].